From a dataset of NCI-60 drug combinations with 297,098 pairs across 59 cell lines. Regression. Given two drug SMILES strings and cell line genomic features, predict the synergy score measuring deviation from expected non-interaction effect. (1) Drug 1: C1=NC(=NC(=O)N1C2C(C(C(O2)CO)O)O)N. Drug 2: C1CN(CCN1C(=O)CCBr)C(=O)CCBr. Cell line: HOP-92. Synergy scores: CSS=17.1, Synergy_ZIP=-3.28, Synergy_Bliss=4.25, Synergy_Loewe=1.22, Synergy_HSA=1.47. (2) Drug 1: CC1=C2C(C(=O)C3(C(CC4C(C3C(C(C2(C)C)(CC1OC(=O)C(C(C5=CC=CC=C5)NC(=O)OC(C)(C)C)O)O)OC(=O)C6=CC=CC=C6)(CO4)OC(=O)C)OC)C)OC. Drug 2: CC1=CC2C(CCC3(C2CCC3(C(=O)C)OC(=O)C)C)C4(C1=CC(=O)CC4)C. Cell line: M14. Synergy scores: CSS=60.6, Synergy_ZIP=11.3, Synergy_Bliss=10.3, Synergy_Loewe=-27.7, Synergy_HSA=8.69. (3) Drug 1: CC12CCC(CC1=CCC3C2CCC4(C3CC=C4C5=CN=CC=C5)C)O. Drug 2: C1CN1P(=S)(N2CC2)N3CC3. Cell line: MOLT-4. Synergy scores: CSS=42.1, Synergy_ZIP=-4.69, Synergy_Bliss=-6.35, Synergy_Loewe=-21.7, Synergy_HSA=-5.96. (4) Drug 1: CC1=C(C=C(C=C1)NC2=NC=CC(=N2)N(C)C3=CC4=NN(C(=C4C=C3)C)C)S(=O)(=O)N.Cl. Drug 2: C1CN(CCN1C(=O)CCBr)C(=O)CCBr. Cell line: SK-MEL-28. Synergy scores: CSS=1.58, Synergy_ZIP=-0.115, Synergy_Bliss=1.22, Synergy_Loewe=-4.30, Synergy_HSA=-1.97.